This data is from Catalyst prediction with 721,799 reactions and 888 catalyst types from USPTO. The task is: Predict which catalyst facilitates the given reaction. (1) Reactant: OO.C([C@@H]1COC(=O)N1[C:16](=[O:38])[C@H:17]([CH2:21][S:22]([N:25]1[CH2:30][CH2:29][C:28]2[C:31]3[CH:37]=[CH:36][CH:35]=[CH:34][C:32]=3[S:33][C:27]=2[CH2:26]1)(=[O:24])=[O:23])[CH:18]([CH3:20])[CH3:19])C1C=CC=CC=1.O.[OH-].[Li+].S([O-])([O-])=[O:43].[Na+].[Na+]. Product: [CH2:26]1[C:27]2[S:33][C:32]3[CH:34]=[CH:35][CH:36]=[CH:37][C:31]=3[C:28]=2[CH2:29][CH2:30][N:25]1[S:22]([CH2:21][C@H:17]([CH:18]([CH3:19])[CH3:20])[C:16]([OH:43])=[O:38])(=[O:23])=[O:24]. The catalyst class is: 30. (2) Reactant: N1C=CC=CC=1.[NH2:7][C:8]1[CH:9]=[CH:10][CH:11]=[C:12]2[C:21]=1[CH2:20][C:19]1[CH:18]=[CH:17][CH:16]=[C:15]([C:22]3[NH:27][C:26](=[O:28])[CH:25]=[C:24]([N:29]4[CH2:34][CH2:33][O:32][CH2:31][CH2:30]4)[CH:23]=3)[C:14]=1[O:13]2.[C:35]1(=[O:41])[O:40][C:38](=[O:39])[CH2:37][CH2:36]1. Product: [O:32]1[CH2:33][CH2:34][N:29]([C:24]2[CH:23]=[C:22]([C:15]3[CH:16]=[CH:17][CH:18]=[C:19]4[C:14]=3[O:13][C:12]3[CH:11]=[CH:10][CH:9]=[C:8]([NH:7][C:35](=[O:41])[CH2:36][CH2:37][C:38]([OH:40])=[O:39])[C:21]=3[CH2:20]4)[NH:27][C:26](=[O:28])[CH:25]=2)[CH2:30][CH2:31]1. The catalyst class is: 4. (3) Reactant: [C:1]([C:5]1[CH:10]=[CH:9][C:8]([S:11]([NH:14][C:15]2[CH:19]=[CH:18][S:17][C:16]=2[C:20]([O:22]C)=[O:21])(=[O:13])=[O:12])=[C:7]([N:24]2[CH2:29][CH2:28][O:27][CH2:26][CH2:25]2)[CH:6]=1)([CH3:4])([CH3:3])[CH3:2].[OH-].[Li+].Cl. Product: [C:1]([C:5]1[CH:10]=[CH:9][C:8]([S:11]([NH:14][C:15]2[CH:19]=[CH:18][S:17][C:16]=2[C:20]([OH:22])=[O:21])(=[O:12])=[O:13])=[C:7]([N:24]2[CH2:29][CH2:28][O:27][CH2:26][CH2:25]2)[CH:6]=1)([CH3:4])([CH3:2])[CH3:3]. The catalyst class is: 7.